This data is from Reaction yield outcomes from USPTO patents with 853,638 reactions. The task is: Predict the reaction yield, written as a fraction of the theoretical maximum amount of product (1.0 means a 100% yield; for example, 0.34 means a 34% yield). (1) The reactants are [NH2:1][C:2]1[C:7]([CH:8]=O)=[CH:6][CH:5]=[CH:4][N:3]=1.Cl.[NH2:11][OH:12]. The catalyst is N1C=CC=CC=1. The product is [NH2:1][C:2]1[C:7]([CH:8]=[N:11][OH:12])=[CH:6][CH:5]=[CH:4][N:3]=1. The yield is 0.850. (2) The reactants are [Se](=O)=O.[Cl:4][C:5]1[C:6]([CH2:15][O:16][CH3:17])=[CH:7][CH:8]=[C:9]2[C:14]=1[N:13]=[CH:12][CH:11]=[CH:10]2.[O:18]1CCOC[CH2:19]1. No catalyst specified. The product is [Cl:4][C:5]1[C:6]([CH2:15][O:16][CH3:17])=[CH:7][CH:8]=[C:9]2[C:14]=1[N:13]=[C:12]([CH:19]=[O:18])[CH:11]=[CH:10]2. The yield is 0.560.